This data is from Full USPTO retrosynthesis dataset with 1.9M reactions from patents (1976-2016). The task is: Predict the reactants needed to synthesize the given product. (1) Given the product [N:30]([CH:6]([CH3:29])[CH2:7][O:8][C@H:9]1[CH2:14][CH2:13][C@H:12]([C:15]2[O:16][C:17]3[CH:23]=[C:22]([O:24][CH2:25][CH:26]4[CH2:28][CH2:27]4)[CH:21]=[CH:20][C:18]=3[CH:19]=2)[CH2:11][CH2:10]1)=[N+:31]=[N-:32], predict the reactants needed to synthesize it. The reactants are: CS(O[CH:6]([CH3:29])[CH2:7][O:8][C@H:9]1[CH2:14][CH2:13][C@H:12]([C:15]2[O:16][C:17]3[CH:23]=[C:22]([O:24][CH2:25][CH:26]4[CH2:28][CH2:27]4)[CH:21]=[CH:20][C:18]=3[CH:19]=2)[CH2:11][CH2:10]1)(=O)=O.[N-:30]=[N+:31]=[N-:32].[Na+]. (2) Given the product [CH3:31][N:27]1[CH2:28][CH2:29][CH2:30][N:25]2[C:24](=[O:33])[N:23]=[C:22]([O:18][CH2:17][CH2:16][C:13]3[CH:14]=[CH:15][C:10]([O:9][C:7]4[CH:6]=[CH:5][CH:4]=[C:3]([C:2]([F:19])([F:1])[F:20])[N:8]=4)=[CH:11][CH:12]=3)[CH:32]=[C:26]12, predict the reactants needed to synthesize it. The reactants are: [F:1][C:2]([F:20])([F:19])[C:3]1[N:8]=[C:7]([O:9][C:10]2[CH:15]=[CH:14][C:13]([CH2:16][CH2:17][OH:18])=[CH:12][CH:11]=2)[CH:6]=[CH:5][CH:4]=1.Cl[C:22]1[CH:32]=[C:26]2[N:27]([CH3:31])[CH2:28][CH2:29][CH2:30][N:25]2[C:24](=[O:33])[N:23]=1. (3) Given the product [CH3:25][NH:26][CH:11]([CH2:13]/[CH:14]=[CH:15]/[C:16]1[CH:17]=[N:18][CH:19]=[C:20]([O:22][CH3:23])[CH:21]=1)[CH3:12], predict the reactants needed to synthesize it. The reactants are: C1(C)C=CC(S(O[CH:11]([CH2:13]/[CH:14]=[CH:15]/[C:16]2[CH:17]=[N:18][CH:19]=[C:20]([O:22][CH3:23])[CH:21]=2)[CH3:12])(=O)=O)=CC=1.[CH3:25][NH2:26]. (4) Given the product [C:12]([O:11][C:9](=[O:10])[NH:1][C:2]1[NH:3][C:4]([CH2:7][OH:8])=[N:5][N:6]=1)([CH3:15])([CH3:14])[CH3:13], predict the reactants needed to synthesize it. The reactants are: [NH2:1][C:2]1[NH:3][C:4]([CH2:7][OH:8])=[N:5][N:6]=1.[C:9](O[C:9]([O:11][C:12]([CH3:15])([CH3:14])[CH3:13])=[O:10])([O:11][C:12]([CH3:15])([CH3:14])[CH3:13])=[O:10]. (5) The reactants are: [OH:1][C:2]1[CH:12]=[CH:11][CH:10]=[C:9]([CH3:13])[C:3]=1[C:4]([O:6][CH2:7][CH3:8])=[O:5].[C:14]([Si:18]([CH3:21])([CH3:20])Cl)([CH3:17])([CH3:16])[CH3:15].N1C=CN=C1. Given the product [Si:18]([O:1][C:2]1[CH:12]=[CH:11][CH:10]=[C:9]([CH3:13])[C:3]=1[C:4]([O:6][CH2:7][CH3:8])=[O:5])([C:14]([CH3:17])([CH3:16])[CH3:15])([CH3:21])[CH3:20], predict the reactants needed to synthesize it. (6) Given the product [CH:10]1([O:8][C:6]2[CH:5]=[CH:4][N:3]=[C:2]([NH2:1])[CH:7]=2)[CH2:12][CH2:11]1, predict the reactants needed to synthesize it. The reactants are: [NH2:1][C:2]1[CH:7]=[C:6]([OH:8])[CH:5]=[CH:4][N:3]=1.Br[CH:10]1[CH2:12][CH2:11]1.C([O-])([O-])=O.[Cs+].[Cs+]. (7) Given the product [CH3:1][O:2][C:3]1[C:4]([Sn:20]([CH2:21][CH2:22][CH2:23][CH3:24])([CH2:25][CH2:26][CH2:27][CH3:28])[CH2:16][CH2:17][CH2:18][CH3:19])=[C:5]([CH:8]=[CH:9][CH:10]=1)[CH2:6][OH:7], predict the reactants needed to synthesize it. The reactants are: [CH3:1][O:2][C:3]1[CH:4]=[C:5]([CH:8]=[CH:9][CH:10]=1)[CH2:6][OH:7].[Li]CCCC.[CH2:16]([Sn:20](Cl)([CH2:25][CH2:26][CH2:27][CH3:28])[CH2:21][CH2:22][CH2:23][CH3:24])[CH2:17][CH2:18][CH3:19].[NH4+].[Cl-].